Dataset: Catalyst prediction with 721,799 reactions and 888 catalyst types from USPTO. Task: Predict which catalyst facilitates the given reaction. (1) Reactant: [CH3:1][CH2:2][O:3][C:4]([C@H:6]1[CH2:10][CH2:9][C:8](=[O:11])[N:7]1[C:12]([O:14][C:15]([CH3:18])([CH3:17])[CH3:16])=[O:13])=[O:5].O.[F:20][C:21]1[CH:22]=[C:23]([Mg]Br)[CH:24]=[CH:25][C:26]=1[F:27]. Product: [C:15]([O:14][C:12]([NH:7][C@H:6]([CH2:10][CH2:9][C:8]([C:24]1[CH:23]=[CH:22][C:21]([F:20])=[C:26]([F:27])[CH:25]=1)=[O:11])[C:4]([O:3][CH2:2][CH3:1])=[O:5])=[O:13])([CH3:18])([CH3:17])[CH3:16]. The catalyst class is: 7. (2) Reactant: [C:1]([C:3]1[C:4]([N:15]2[CH2:21][CH2:20][CH2:19][NH:18][CH2:17][CH2:16]2)=[N:5][C:6]([CH3:14])=[C:7]([CH:13]=1)[C:8]([O:10][CH2:11][CH3:12])=[O:9])#[N:2].CCN(C(C)C)C(C)C.[C:31]1([S:37]([N:40]=[C:41]=[O:42])(=[O:39])=[O:38])[CH:36]=[CH:35][CH:34]=[CH:33][CH:32]=1.CCOC(C)=O. Product: [C:1]([C:3]1[C:4]([N:15]2[CH2:21][CH2:20][CH2:19][N:18]([C:41]([NH:40][S:37]([C:31]3[CH:32]=[CH:33][CH:34]=[CH:35][CH:36]=3)(=[O:39])=[O:38])=[O:42])[CH2:17][CH2:16]2)=[N:5][C:6]([CH3:14])=[C:7]([CH:13]=1)[C:8]([O:10][CH2:11][CH3:12])=[O:9])#[N:2]. The catalyst class is: 585. (3) The catalyst class is: 152. Product: [CH3:11][C:7]1([CH3:10])[CH2:8][CH2:9][C:5]2([C:12](=[O:13])[O:14][C:1](=[O:3])[CH2:4]2)[CH2:6]1. Reactant: [C:1]([CH2:4][C:5]1([C:12]([OH:14])=[O:13])[CH2:9][CH2:8][C:7]([CH3:11])([CH3:10])[CH2:6]1)([OH:3])=O. (4) Reactant: [CH3:1][C:2]1[CH:3]=[C:4]([O:9][CH3:10])[CH:5]=[C:6]([CH3:8])[CH:7]=1.[Br:11]N1C(=O)CCC1=O. Product: [Br:11][CH2:1][C:2]1[CH:7]=[C:6]([CH3:8])[CH:5]=[C:4]([O:9][CH3:10])[CH:3]=1. The catalyst class is: 53. (5) Reactant: [Cl:1][C:2]1[N:6](C)[C:5]2[CH:8]=[C:9](C#N)[CH:10]=[CH:11][C:4]=2[N:3]=1.CN1C2C=C(C#N)C=CC=2NC1=O. Product: [Cl:1][C:2]1[NH:3][C:4]2[CH:11]=[CH:10][CH:9]=[CH:8][C:5]=2[N:6]=1. The catalyst class is: 265. (6) Reactant: Br[C:2]1[CH:3]=[C:4]2[C:8](=[C:9]([C:11]([NH2:13])=[O:12])[CH:10]=1)[NH:7][CH:6]=[C:5]2[C@@H:14]1[CH2:19][CH2:18][S:17](=[O:21])(=[O:20])[C@@H:16]([CH:22]([CH3:24])[CH3:23])[CH2:15]1.O1CCOCC1.[S:31]1[CH:35]=[CH:34][CH:33]=[C:32]1B(O)O.C([O-])([O-])=O.[K+].[K+]. Product: [CH3:23][CH:22]([C@H:16]1[CH2:15][C@H:14]([C:5]2[C:4]3[C:8](=[C:9]([C:11]([NH2:13])=[O:12])[CH:10]=[C:2]([C:32]4[S:31][CH:35]=[CH:34][CH:33]=4)[CH:3]=3)[NH:7][CH:6]=2)[CH2:19][CH2:18][S:17]1(=[O:21])=[O:20])[CH3:24]. The catalyst class is: 263.